The task is: Predict the reaction yield, written as a fraction of the theoretical maximum amount of product (1.0 means a 100% yield; for example, 0.34 means a 34% yield).. This data is from Reaction yield outcomes from USPTO patents with 853,638 reactions. (1) The reactants are [CH2:1]([C:3]1([CH2:8][CH2:9][OH:10])[O:7][CH2:6][CH2:5][O:4]1)C.[CH3:11][O:12]CC(=O)CC(OC)=O. No catalyst specified. The product is [CH3:11][O:12][CH2:1][C:3]1([CH2:8][CH2:9][OH:10])[O:4][CH2:5][CH2:6][O:7]1. The yield is 0.500. (2) The reactants are [Cl:1][C:2]1[CH:7]=[C:6]([O:8][CH2:9][CH:10]=[C:11]([Cl:13])[Cl:12])[CH:5]=[C:4]([Cl:14])[C:3]=1[OH:15].[Br:16][CH2:17][CH2:18][CH2:19]Br.C(=O)([O-])[O-].[K+].[K+]. The catalyst is CN(C)C=O. The product is [Br:16][CH2:17][CH2:18][CH2:19][O:15][C:3]1[C:2]([Cl:1])=[CH:7][C:6]([O:8][CH2:9][CH:10]=[C:11]([Cl:13])[Cl:12])=[CH:5][C:4]=1[Cl:14]. The yield is 0.430. (3) The reactants are [CH2:1]([O:8][C:9]1[CH:17]=[C:16]([O:18][CH2:19][C:20]2[CH:25]=[CH:24][CH:23]=[CH:22][CH:21]=2)[C:15]([C:26]([CH3:28])=[CH2:27])=[CH:14][C:10]=1[C:11]([OH:13])=O)[C:2]1[CH:7]=[CH:6][CH:5]=[CH:4][CH:3]=1.Br.[OH:30][C:31]1[CH:39]=[CH:38][CH:37]=[C:36]2[C:32]=1[CH2:33][NH:34][CH2:35]2.Cl.C(N=C=NCCCN(C)C)C.ON1C2C=CC=CC=2N=N1.C(N(CC)CC)C. The catalyst is CN(C)C=O. The product is [CH2:1]([O:8][C:9]1[CH:17]=[C:16]([O:18][CH2:19][C:20]2[CH:21]=[CH:22][CH:23]=[CH:24][CH:25]=2)[C:15]([C:26]([CH3:28])=[CH2:27])=[CH:14][C:10]=1[C:11]([N:34]1[CH2:33][C:32]2[C:36](=[CH:37][CH:38]=[CH:39][C:31]=2[OH:30])[CH2:35]1)=[O:13])[C:2]1[CH:7]=[CH:6][CH:5]=[CH:4][CH:3]=1. The yield is 0.960. (4) The reactants are Cl[C:2]1[N:10](CC2C=CC(Cl)=CC=2)[C:9]2[C:8](=[O:19])[N:7]([CH3:20])[C:6](=[O:21])[N:5]([CH3:22])[C:4]=2[N:3]=1.C(=O)([O-])[O-].[K+].[K+].OCC1C=C(O)C=CC=1. The catalyst is CN(C=O)C.O. The product is [CH3:20][N:7]1[C:8](=[O:19])[C:9]2[NH:10][CH:2]=[N:3][C:4]=2[N:5]([CH3:22])[C:6]1=[O:21]. The yield is 1.00. (5) The reactants are N1C=CN=C1.[CH3:6][C:7]([Si:10](Cl)([CH3:12])[CH3:11])([CH3:9])[CH3:8].[OH:14][C@H:15]1[CH2:19][CH2:18][NH:17][C:16]1=[O:20]. The catalyst is CN(C)C1C=CN=CC=1.C(Cl)Cl.O. The product is [Si:10]([O:14][C@H:15]1[CH2:19][CH2:18][NH:17][C:16]1=[O:20])([C:7]([CH3:9])([CH3:8])[CH3:6])([CH3:12])[CH3:11]. The yield is 0.970.